Dataset: Forward reaction prediction with 1.9M reactions from USPTO patents (1976-2016). Task: Predict the product of the given reaction. (1) Given the reactants [Cl:1][C:2]1[CH:7]=[CH:6][C:5]([CH2:8][CH2:9][CH:10]([NH:13][O:14][CH3:15])[CH2:11][F:12])=[CH:4][CH:3]=1.C(N(CC)CC)C.[F:23][CH:24]([F:34])[C:25]1[C:29]([C:30](Cl)=[O:31])=[CH:28][N:27]([CH3:33])[N:26]=1, predict the reaction product. The product is: [Cl:1][C:2]1[CH:3]=[CH:4][C:5]([CH2:8][CH2:9][CH:10]([N:13]([O:14][CH3:15])[C:30]([C:29]2[C:25]([CH:24]([F:34])[F:23])=[N:26][N:27]([CH3:33])[CH:28]=2)=[O:31])[CH2:11][F:12])=[CH:6][CH:7]=1. (2) Given the reactants [F:1][C:2]1[CH:30]=[CH:29][C:5]([CH2:6][N:7]2[C:11]([C:12](=[O:20])[N:13]([CH2:15][C:16]([O:18][CH3:19])=[O:17])[CH3:14])=[C:10]([C:21](OC)=[O:22])[C:9]3[CH2:25][O:26][CH2:27][CH2:28][C:8]2=3)=[CH:4][CH:3]=1.[H-].[Na+].[NH4+].[Cl-], predict the reaction product. The product is: [F:1][C:2]1[CH:30]=[CH:29][C:5]([CH2:6][N:7]2[C:11]3[C:12](=[O:20])[N:13]([CH3:14])[C:15]([C:16]([O:18][CH3:19])=[O:17])=[C:21]([OH:22])[C:10]=3[C:9]3[CH2:25][O:26][CH2:27][CH2:28][C:8]2=3)=[CH:4][CH:3]=1.